Dataset: Full USPTO retrosynthesis dataset with 1.9M reactions from patents (1976-2016). Task: Predict the reactants needed to synthesize the given product. Given the product [CH2:5]([N:12]1[CH2:13][CH2:14][C:15]([NH:21][C:22]2[CH:27]=[CH:26][CH:25]=[C:24]([N+:28]([O-:30])=[O:29])[CH:23]=2)([C:18]([O:20][CH3:31])=[O:19])[CH2:16][CH2:17]1)[C:6]1[CH:11]=[CH:10][CH:9]=[CH:8][CH:7]=1, predict the reactants needed to synthesize it. The reactants are: S(Cl)(Cl)=O.[CH2:5]([N:12]1[CH2:17][CH2:16][C:15]([NH:21][C:22]2[CH:27]=[CH:26][CH:25]=[C:24]([N+:28]([O-:30])=[O:29])[CH:23]=2)([C:18]([OH:20])=[O:19])[CH2:14][CH2:13]1)[C:6]1[CH:11]=[CH:10][CH:9]=[CH:8][CH:7]=1.[C:31](=O)([O-])[O-].[K+].[K+].